This data is from Full USPTO retrosynthesis dataset with 1.9M reactions from patents (1976-2016). The task is: Predict the reactants needed to synthesize the given product. (1) Given the product [CH2:1]([N:8]1[CH:12]=[CH:11][C:10]([C:13]([NH:27][C:28]2[CH:29]=[C:30]([O:31][C:32]3[CH:33]=[CH:34][C:35]4[N:36]([CH:38]=[C:39]([NH:41][C:42]([CH:44]5[CH2:46][CH2:45]5)=[O:43])[N:40]=4)[N:37]=3)[CH:48]=[CH:49][C:50]=2[F:51])=[O:15])=[CH:9]1)[C:2]1[CH:3]=[CH:4][CH:5]=[CH:6][CH:7]=1, predict the reactants needed to synthesize it. The reactants are: [CH2:1]([N:8]1[CH:12]=[CH:11][C:10]([C:13]([OH:15])=O)=[CH:9]1)[C:2]1[CH:7]=[CH:6][CH:5]=[CH:4][CH:3]=1.CN(C)C=O.C(Cl)(=O)C(Cl)=O.[NH2:27][C:28]1[CH:29]=[C:30]([CH:48]=[CH:49][C:50]=1[F:51])[O:31][C:32]1[CH:33]=[CH:34][C:35]2[N:36]([CH:38]=[C:39]([NH:41][C:42]([CH:44]3[CH2:46][CH:45]3C)=[O:43])[N:40]=2)[N:37]=1. (2) Given the product [Cl:6][CH2:7][CH2:8][O:9][C:10]1[CH:15]=[CH:14][C:13](/[C:16](/[CH3:27])=[C:17](/[C:1]2[C:13]3[C:12](=[CH:11][C:10]([O:9][CH3:8])=[CH:15][CH:14]=3)[CH:4]=[CH:3][CH:2]=2)\[C:19]2[CH:24]=[CH:23][C:22]([O:25][CH3:26])=[CH:21][CH:20]=2)=[CH:12][CH:11]=1, predict the reactants needed to synthesize it. The reactants are: [CH2:1]([Li])[CH2:2][CH2:3][CH3:4].[Cl:6][CH2:7][CH2:8][O:9][C:10]1[CH:15]=[CH:14][C:13]([CH:16]([CH3:27])[C:17]([C:19]2[CH:24]=[CH:23][C:22]([O:25][CH3:26])=[CH:21][CH:20]=2)=O)=[CH:12][CH:11]=1. (3) Given the product [CH:19](=[N:7][C:6]1[CH:8]=[CH:9][C:3]([C:2]([F:10])([F:11])[F:1])=[CH:4][CH:5]=1)[CH2:20][CH3:21], predict the reactants needed to synthesize it. The reactants are: [F:1][C:2]([F:11])([F:10])[C:3]1[CH:9]=[CH:8][C:6]([NH2:7])=[CH:5][CH:4]=1.C(N(CC)CC)C.[CH:19](=O)[CH2:20][CH3:21].C(=O)([O-])[O-].[K+].[K+]. (4) Given the product [C:1]([C:4]1[C:12]2[C:7](=[CH:8][C:9]([C:13](=[O:18])[CH2:14][S:15]([CH3:17])=[O:16])=[CH:10][CH:11]=2)[N:6]([CH2:19][C:20]([N:33]2[CH2:34][C@H:35]([F:37])[CH2:36][C@H:32]2[C:30]([NH:29][CH2:28][C:27]2[CH:38]=[CH:39][CH:40]=[C:25]([Cl:24])[C:26]=2[F:41])=[O:31])=[O:22])[CH:5]=1)(=[O:3])[CH3:2], predict the reactants needed to synthesize it. The reactants are: [C:1]([C:4]1[C:12]2[C:7](=[CH:8][C:9]([C:13](=[O:18])[CH2:14][S:15]([CH3:17])=[O:16])=[CH:10][CH:11]=2)[N:6]([CH2:19][C:20]([OH:22])=O)[CH:5]=1)(=[O:3])[CH3:2].Cl.[Cl:24][C:25]1[C:26]([F:41])=[C:27]([CH:38]=[CH:39][CH:40]=1)[CH2:28][NH:29][C:30]([C@@H:32]1[CH2:36][C@@H:35]([F:37])[CH2:34][NH:33]1)=[O:31].CN(C(ON1N=NC2C=CC=NC1=2)=[N+](C)C)C.F[P-](F)(F)(F)(F)F.CCN(C(C)C)C(C)C. (5) Given the product [S:18]1[C:14]([CH2:12][NH:11][CH2:10][CH2:9][C:4]2[CH:5]=[CH:6][C:7]([Cl:8])=[C:2]([Cl:1])[CH:3]=2)=[CH:15][C:16]2[CH:22]=[CH:21][CH:20]=[CH:19][C:17]1=2, predict the reactants needed to synthesize it. The reactants are: [Cl:1][C:2]1[CH:3]=[C:4]([CH2:9][CH2:10][NH:11][C:12]([C:14]2[S:18][C:17]3[CH:19]=[CH:20][CH:21]=[CH:22][C:16]=3[CH:15]=2)=O)[CH:5]=[CH:6][C:7]=1[Cl:8].Cl.[OH-].[Na+].